From a dataset of Full USPTO retrosynthesis dataset with 1.9M reactions from patents (1976-2016). Predict the reactants needed to synthesize the given product. Given the product [F:28][C:2]1([F:1])[CH2:27][C:6]2[S:7][C:8]([NH:16][C:40]([C:30]3[CH:29]4[CH2:36][CH2:35][CH:32]([CH2:33][CH2:34]4)[C:31]=3[C:37]([OH:39])=[O:38])=[O:41])=[C:9]([C:10]3[S:11][CH:12]=[C:13]([CH3:15])[N:14]=3)[C:5]=2[CH2:4][CH2:3]1, predict the reactants needed to synthesize it. The reactants are: [F:1][C:2]1([F:28])[CH2:27][C:6]2[S:7][C:8]([NH:16]C(C3CCCC=3C(O)=O)=O)=[C:9]([C:10]3[S:11][CH:12]=[C:13]([CH3:15])[N:14]=3)[C:5]=2[CH2:4][CH2:3]1.[CH:29]12[CH2:36][CH2:35][CH:32]([CH2:33][CH2:34]1)[C:31]1[C:37]([O:39][C:40](=[O:41])[C:30]2=1)=[O:38].